This data is from Full USPTO retrosynthesis dataset with 1.9M reactions from patents (1976-2016). The task is: Predict the reactants needed to synthesize the given product. (1) The reactants are: C([O:3][C:4](=[O:16])[C:5]([OH:15])([CH3:14])[C:6]([NH:8][CH2:9][C:10]([F:13])([F:12])[F:11])=[O:7])C.[OH-].[Li+]. Given the product [OH:15][C:5]([CH3:14])([C:6]([NH:8][CH2:9][C:10]([F:11])([F:12])[F:13])=[O:7])[C:4]([OH:16])=[O:3], predict the reactants needed to synthesize it. (2) Given the product [C:7]([O:1][CH:2]([C:7]1[C:8]([I:21])=[C:9]2[C:16]3[CH2:17][CH2:18][CH2:19][CH2:20][C:15]=3[S:14][C:10]2=[N:11][C:12]=1[CH3:13])[C:3]([O:5][CH3:6])=[O:4])([CH3:8])([CH3:12])[CH3:2], predict the reactants needed to synthesize it. The reactants are: [OH:1][CH:2]([C:7]1[C:8]([I:21])=[C:9]2[C:16]3[CH2:17][CH2:18][CH2:19][CH2:20][C:15]=3[S:14][C:10]2=[N:11][C:12]=1[CH3:13])[C:3]([O:5][CH3:6])=[O:4].Cl(O)(=O)(=O)=O.C(=O)([O-])O.[Na+]. (3) Given the product [C:1]([C:5]1[CH:6]=[CH:7][C:8]([CH2:9][N:10]([CH2:11][CH3:12])[C:26](=[O:28])[CH2:25][O:24][C:23]2[CH:22]=[CH:21][C:20]([CH2:19][C@H:18]([O:17][CH2:15][CH3:16])[C:31]([O:33][CH2:34][CH3:35])=[O:32])=[CH:30][CH:29]=2)=[CH:13][CH:14]=1)([CH3:3])([CH3:2])[CH3:4], predict the reactants needed to synthesize it. The reactants are: [C:1]([C:5]1[CH:14]=[CH:13][C:8]([CH2:9][NH:10][CH2:11][CH3:12])=[CH:7][CH:6]=1)([CH3:4])([CH3:3])[CH3:2].[CH2:15]([O:17][C@H:18]([C:31]([O:33][CH2:34][CH3:35])=[O:32])[CH2:19][C:20]1[CH:30]=[CH:29][C:23]([O:24][CH2:25][C:26]([OH:28])=O)=[CH:22][CH:21]=1)[CH3:16].C(N(CC)C(C)C)(C)C.F[B-](F)(F)F.N1(OC(N(C)C)=[N+](C)C)C2C=CC=CC=2N=N1. (4) Given the product [CH2:4]1[O:21][C:20]2[CH:19]=[CH:18][C:8]([O:9][C:14]3[CH:15]=[CH:16][CH:11]=[C:10]([O:9][C:8]4[CH:18]=[CH:19][C:20]5[O:21][CH2:4][O:5][C:6]=5[CH:7]=4)[C:13]=3[CH2:12][C:1]#[N:2])=[CH:7][C:6]=2[O:5]1, predict the reactants needed to synthesize it. The reactants are: [C-:1]#[N:2].[Na+].[CH2:4]1[O:21][C:20]2[CH:19]=[CH:18][C:8]([O:9][CH:10](Cl)[C:11]3[CH:16]=[CH:15][CH:14]=[CH:13][CH:12]=3)=[CH:7][C:6]=2[O:5]1. (5) Given the product [CH3:6][C:11]12[CH2:10][CH:9]1[CH2:8][CH2:3][C:2](=[O:4])[CH2:1]2, predict the reactants needed to synthesize it. The reactants are: [CH3:1][C:2](=[O:4])[CH3:3].C[C:6]1[CH:11]=[CH:10][C:9](S(O)(=O)=O)=[CH:8]C=1. (6) Given the product [OH:47][CH2:46][C:44]1[CH:45]=[C:40]([O:39][CH2:38][CH2:37][N:36]([CH3:50])[CH2:35][C:34]([S:33][CH2:2][C:3]([NH:5][CH2:6][CH2:7][O:8][CH2:9][CH2:10][O:11][CH2:12][CH2:13][O:14][CH2:15][CH2:16][O:17][CH2:18][CH2:19][C:20]([O:22][CH3:23])=[O:21])=[O:4])([CH3:52])[CH3:51])[CH:41]=[C:42]([CH2:48][OH:49])[N:43]=1, predict the reactants needed to synthesize it. The reactants are: I[CH2:2][C:3]([NH:5][CH2:6][CH2:7][O:8][CH2:9][CH2:10][O:11][CH2:12][CH2:13][O:14][CH2:15][CH2:16][O:17][CH2:18][CH2:19][C:20]([O:22][CH3:23])=[O:21])=[O:4].CCN(C(C)C)C(C)C.[SH:33][C:34]([CH3:52])([CH3:51])[CH2:35][N:36]([CH3:50])[CH2:37][CH2:38][O:39][C:40]1[CH:45]=[C:44]([CH2:46][OH:47])[N:43]=[C:42]([CH2:48][OH:49])[CH:41]=1. (7) Given the product [Br:24][C:16]1[CH:15]=[C:14]([CH:10]([N+:11]#[C-:12])[S:7]([C:4]2[CH:3]=[CH:2][C:1]([CH3:25])=[CH:6][CH:5]=2)(=[O:9])=[O:8])[CH:19]=[C:18]([O:20][CH3:21])[C:17]=1[O:22][CH3:23], predict the reactants needed to synthesize it. The reactants are: [C:1]1([CH3:25])[CH:6]=[CH:5][C:4]([S:7]([CH:10]([C:14]2[CH:19]=[C:18]([O:20][CH3:21])[C:17]([O:22][CH3:23])=[C:16]([Br:24])[CH:15]=2)[NH:11][CH:12]=O)(=[O:9])=[O:8])=[CH:3][CH:2]=1.O=P(Cl)(Cl)Cl.CCN(CC)CC. (8) Given the product [C:2]([C:7]1[O:11][C:10]([CH2:12][N:13]2[CH:17]=[CH:16][C:15]([NH:18][C:29](=[O:30])/[CH:28]=[CH:27]/[C:23]3[CH:24]=[C:25]([F:26])[C:20]([Cl:19])=[C:21]([F:32])[CH:22]=3)=[N:14]2)=[CH:9][CH:8]=1)(=[O:6])[CH3:1], predict the reactants needed to synthesize it. The reactants are: [CH3:1][C:2]1([C:7]2[O:11][C:10]([CH2:12][N:13]3[CH:17]=[CH:16][C:15]([NH2:18])=[N:14]3)=[CH:9][CH:8]=2)[O:6]CCO1.[Cl:19][C:20]1[C:25]([F:26])=[CH:24][C:23](/[CH:27]=[CH:28]/[C:29](O)=[O:30])=[CH:22][C:21]=1[F:32]. (9) Given the product [Br:1][CH2:2][CH2:6][C:14]([NH:15][C:16]1[CH:17]=[CH:18][C:19]([AsH2:23]=[O:30])=[CH:20][CH:21]=1)=[O:34], predict the reactants needed to synthesize it. The reactants are: [Br:1][CH:2]([CH3:6])C(O)=O.C1CCC(N=[C:14]=[N:15][CH:16]2[CH2:21][CH2:20][CH2:19][CH2:18][CH2:17]2)CC1.N[AsH:23](=[O:30])C1C=CC=CC=1.Cl.CC[O:34]CC.